The task is: Predict the product of the given reaction.. This data is from Forward reaction prediction with 1.9M reactions from USPTO patents (1976-2016). (1) Given the reactants [CH:1]([C:3]1[CH:8]=[CH:7][C:6](B(O)O)=[CH:5][CH:4]=1)=O.[CH3:12][C:13]1[CH:43]=[CH:42][CH:41]=[C:40]([CH3:44])[C:14]=1[CH2:15][O:16][C:17]1[CH:26]=C2C(C(OS(C(F)(F)F)(=O)=O)=CC(C(OCC)=O)=C2)=[CH:19][CH:18]=1.[C:45](=[O:48])([O-])[O-:46].[Na+].[Na+].[Li+].[OH-].[CH:53]([OH:55])=O, predict the reaction product. The product is: [CH3:12][C:13]1[CH:43]=[CH:42][CH:41]=[C:40]([CH3:44])[C:14]=1[CH2:15][O:16][C:17]1[CH:26]=[C:5]2[C:4]([C:3]([C:1]3[CH:7]=[CH:8][C:3]([CH:53]=[O:55])=[CH:4][CH:5]=3)=[CH:8][C:7]([C:45]([OH:46])=[O:48])=[CH:6]2)=[CH:19][CH:18]=1. (2) Given the reactants Cl[C:2]1[C:7]([F:8])=[CH:6][CH:5]=[CH:4][N:3]=1.[NH2:9][C:10]1[CH:14]=[CH:13][N:12]([CH3:15])[N:11]=1.Cl[C:17]1[C:26]2[C:21](=[CH:22][CH:23]=[C:24]([OH:27])[CH:25]=2)[N:20]=[CH:19][N:18]=1, predict the reaction product. The product is: [F:8][C:7]1[C:2]([O:27][C:24]2[CH:25]=[C:26]3[C:21](=[CH:22][CH:23]=2)[N:20]=[CH:19][N:18]=[C:17]3[NH:9][C:10]2[CH:14]=[CH:13][N:12]([CH3:15])[N:11]=2)=[N:3][CH:4]=[CH:5][CH:6]=1. (3) Given the reactants CC(N=NC(C#N)(C)C)(C#N)C.[Br:13][C:14]1[CH:15]=[C:16]([CH:21]=[CH:22][C:23]=1[CH3:24])[C:17]([O:19][CH3:20])=[O:18].C1C(=O)N([Br:32])C(=O)C1, predict the reaction product. The product is: [Br:13][C:14]1[CH:15]=[C:16]([CH:21]=[CH:22][C:23]=1[CH2:24][Br:32])[C:17]([O:19][CH3:20])=[O:18]. (4) Given the reactants C(OC(=O)[NH:7][C@H:8]1[CH2:13][CH2:12][C@@H:11]([O:14][C:15]2[CH:16]=[C:17]3[C:22](=[CH:23][CH:24]=2)[C:21]([O:25]CC2C=CC=CC=2)=[N:20][CH:19]=[CH:18]3)[CH2:10][CH2:9]1)(C)(C)C, predict the reaction product. The product is: [NH2:7][C@@H:8]1[CH2:9][CH2:10][C@H:11]([O:14][C:15]2[CH:16]=[C:17]3[C:22](=[CH:23][CH:24]=2)[C:21](=[O:25])[NH:20][CH:19]=[CH:18]3)[CH2:12][CH2:13]1. (5) Given the reactants [CH3:1][N:2]1[C:10]2[C:5](=[CH:6][C:7]([O:11][CH2:12][CH2:13][CH2:14][C:15]([CH3:20])([N+:17]([O-])=O)[CH3:16])=[CH:8][CH:9]=2)[C:4]([C:21]2[N:26]=[C:25]3[C:27]([C:49]([O:51][CH3:52])=[O:50])=[CH:28][N:29]([C:30]([C:43]4[CH:48]=[CH:47][CH:46]=[CH:45][CH:44]=4)([C:37]4[CH:42]=[CH:41][CH:40]=[CH:39][CH:38]=4)[C:31]4[CH:36]=[CH:35][CH:34]=[CH:33][CH:32]=4)[C:24]3=[N:23][CH:22]=2)=[N:3]1, predict the reaction product. The product is: [NH2:17][C:15]([CH3:20])([CH3:16])[CH2:14][CH2:13][CH2:12][O:11][C:7]1[CH:6]=[C:5]2[C:10](=[CH:9][CH:8]=1)[N:2]([CH3:1])[N:3]=[C:4]2[C:21]1[N:26]=[C:25]2[C:27]([C:49]([O:51][CH3:52])=[O:50])=[CH:28][N:29]([C:30]([C:31]3[CH:32]=[CH:33][CH:34]=[CH:35][CH:36]=3)([C:37]3[CH:38]=[CH:39][CH:40]=[CH:41][CH:42]=3)[C:43]3[CH:48]=[CH:47][CH:46]=[CH:45][CH:44]=3)[C:24]2=[N:23][CH:22]=1. (6) Given the reactants [S:1]1[CH:5]=[CH:4][CH:3]=[C:2]1[CH2:6][N:7]=[C:8]=[O:9].[N+:10](=[C:12]1[N:16]=[CH:15][N:14]=[C:13]1[C:17]([NH2:19])=[O:18])=[N-:11], predict the reaction product. The product is: [O:9]=[C:8]1[N:7]([CH2:6][C:2]2[S:1][CH:5]=[CH:4][CH:3]=2)[N:11]=[N:10][C:12]2=[C:13]([C:17]([NH2:19])=[O:18])[N:14]=[CH:15][N:16]12. (7) The product is: [Br-:1].[S:11]1[CH:15]=[C:14]([CH:16]([NH:28][C:29]2[CH:34]=[CH:33][CH:32]=[CH:31][C:30]=2[CH2:35][CH3:36])[C:17]([O:19][C@@H:20]2[CH:25]3[CH2:26][CH2:27][N+:22]([CH2:2][C:3](=[O:4])[C:5]4[CH:10]=[CH:9][CH:8]=[CH:7][CH:6]=4)([CH2:23][CH2:24]3)[CH2:21]2)=[O:18])[C:13]2[CH:37]=[CH:38][CH:39]=[CH:40][C:12]1=2. Given the reactants [Br:1][CH2:2][C:3]([C:5]1[CH:10]=[CH:9][CH:8]=[CH:7][CH:6]=1)=[O:4].[S:11]1[CH:15]=[C:14]([CH:16]([NH:28][C:29]2[CH:34]=[CH:33][CH:32]=[CH:31][C:30]=2[CH2:35][CH3:36])[C:17]([O:19][C@@H:20]2[CH:25]3[CH2:26][CH2:27][N:22]([CH2:23][CH2:24]3)[CH2:21]2)=[O:18])[C:13]2[CH:37]=[CH:38][CH:39]=[CH:40][C:12]1=2, predict the reaction product.